Dataset: Catalyst prediction with 721,799 reactions and 888 catalyst types from USPTO. Task: Predict which catalyst facilitates the given reaction. Reactant: [OH:1][C:2]1[CH:3]=[C:4]([CH2:12][C:13]([OH:15])=[O:14])[CH:5]=[C:6]([C:8]([F:11])([F:10])[F:9])[CH:7]=1.[F:16][C:17]1[CH:34]=[CH:33][C:20]([CH2:21][S:22]([C:25]2[CH:30]=[CH:29][C:28](F)=[C:27]([F:32])[CH:26]=2)(=[O:24])=[O:23])=[CH:19][CH:18]=1.C(=O)([O-])[O-].[Cs+].[Cs+].Cl. Product: [F:32][C:27]1[CH:26]=[C:25]([S:22]([CH2:21][C:20]2[CH:19]=[CH:18][C:17]([F:16])=[CH:34][CH:33]=2)(=[O:24])=[O:23])[CH:30]=[CH:29][C:28]=1[O:1][C:2]1[CH:3]=[C:4]([CH2:12][C:13]([OH:15])=[O:14])[CH:5]=[C:6]([C:8]([F:9])([F:10])[F:11])[CH:7]=1. The catalyst class is: 37.